This data is from Full USPTO retrosynthesis dataset with 1.9M reactions from patents (1976-2016). The task is: Predict the reactants needed to synthesize the given product. (1) Given the product [Cl:1][C:2]1[CH:3]=[C:4]([C:10]2[CH:15]=[CH:14][C:13]([F:16])=[CH:12][CH:11]=2)[CH:5]=[CH:6][C:7]=1[CH2:8][N:19]1[C:20](=[O:22])[CH2:21][O:17][C:18]1=[O:23], predict the reactants needed to synthesize it. The reactants are: [Cl:1][C:2]1[CH:3]=[C:4]([C:10]2[CH:15]=[CH:14][C:13]([F:16])=[CH:12][CH:11]=2)[CH:5]=[CH:6][C:7]=1[CH2:8]Cl.[O:17]1[CH2:21][C:20](=[O:22])[NH:19][C:18]1=[O:23].CN(C)C(N(C)C)=N. (2) The reactants are: [CH3:1][O:2][C:3]1[CH:8]=[C:7]([O:9][CH3:10])[N:6]=[C:5]([N:11]2[CH2:18][CH:17]3[CH:13]([CH2:14][NH:15][CH2:16]3)[CH2:12]2)[N:4]=1.[F:19][C:20]1[CH:21]=[CH:22][C:23]([N:29]2[N:33]=[CH:32][CH:31]=[N:30]2)=[C:24]([CH:28]=1)[C:25](O)=[O:26]. Given the product [CH3:1][O:2][C:3]1[CH:8]=[C:7]([O:9][CH3:10])[N:6]=[C:5]([N:11]2[CH2:18][CH:17]3[CH:13]([CH2:14][N:15]([C:25]([C:24]4[CH:28]=[C:20]([F:19])[CH:21]=[CH:22][C:23]=4[N:29]4[N:33]=[CH:32][CH:31]=[N:30]4)=[O:26])[CH2:16]3)[CH2:12]2)[N:4]=1, predict the reactants needed to synthesize it. (3) Given the product [CH:38]1([NH:28][C:11]2[C:12]3[N:13]([C:15]([C:18]([NH:20][C:21]4[CH:26]=[CH:25][N:24]=[C:23]([F:27])[CH:22]=4)=[O:19])=[CH:16][N:17]=3)[N:14]=[C:9]([NH:8][C@H:5]3[CH2:6][CH2:7][C@H:2]([NH:1][CH2:41][CH3:42])[CH2:3][CH2:4]3)[CH:10]=2)[CH2:39][CH2:40]1, predict the reactants needed to synthesize it. The reactants are: [NH2:1][C@H:2]1[CH2:7][CH2:6][C@H:5]([NH:8][C:9]2[CH:10]=[C:11]([N:28]([CH:38]3[CH2:40][CH2:39]3)CC3C=CC(OC)=CC=3)[C:12]3[N:13]([C:15]([C:18]([NH:20][C:21]4[CH:26]=[CH:25][N:24]=[C:23]([F:27])[CH:22]=4)=[O:19])=[CH:16][N:17]=3)[N:14]=2)[CH2:4][CH2:3]1.[CH:41](=O)[CH3:42].C(O)(=O)C.C(O[BH-](OC(=O)C)OC(=O)C)(=O)C.[Na+].C(O)(C(F)(F)F)=O. (4) Given the product [C:34]([O:37][C:38]1[CH:39]=[C:40]2[C:44](=[CH:45][CH:46]=1)[N:43]([CH2:47][C:48]1[CH:53]=[CH:52][C:51]([Cl:54])=[CH:50][CH:49]=1)[C:42]([CH3:55])=[C:41]2[CH2:6][C:5]1[CH:18]=[CH:19][C:2]([Cl:1])=[CH:3][CH:4]=1)(=[O:36])[CH3:35], predict the reactants needed to synthesize it. The reactants are: [Cl:1][C:2]1[CH:19]=[CH:18][C:5]([CH2:6]N2C3C(=CC(O)=CC=3)C=C2C)=[CH:4][CH:3]=1.C(OC(=O)C)(=O)C.C(N(CC)CC)C.[C:34]([O:37][C:38]1[CH:39]=[C:40]2[C:44](=[CH:45][CH:46]=1)[N:43]([CH2:47][C:48]1[CH:53]=[CH:52][C:51]([Cl:54])=[CH:50][CH:49]=1)[C:42]([CH3:55])=[CH:41]2)(=[O:36])[CH3:35].